This data is from Forward reaction prediction with 1.9M reactions from USPTO patents (1976-2016). The task is: Predict the product of the given reaction. (1) Given the reactants [CH3:1][O:2][C:3]1[CH:4]=[C:5]2[C:10](=[CH:11][C:12]=1[O:13][CH2:14][CH2:15][CH2:16][N:17]1[CH2:22][CH2:21][N:20]([CH3:23])[CH2:19][CH2:18]1)[N:9]=[CH:8][NH:7][C:6]2=O.S(Cl)([Cl:27])=O, predict the reaction product. The product is: [Cl:27][C:6]1[C:5]2[C:10](=[CH:11][C:12]([O:13][CH2:14][CH2:15][CH2:16][N:17]3[CH2:22][CH2:21][N:20]([CH3:23])[CH2:19][CH2:18]3)=[C:3]([O:2][CH3:1])[CH:4]=2)[N:9]=[CH:8][N:7]=1. (2) Given the reactants [NH2:1][CH2:2][C@@H:3]1[O:7][C:6](=[O:8])[N:5]([C:9]2[CH:14]=[CH:13][C:12]([CH:15]3[CH2:20][CH2:19][S:18](=[O:22])(=[O:21])[CH2:17][CH2:16]3)=[C:11]([F:23])[CH:10]=2)[CH2:4]1.[C:24](Cl)(=[O:33])[O:25][CH2:26][O:27][C:28](=[O:32])[CH:29]([CH3:31])[CH3:30], predict the reaction product. The product is: [O:22]=[S:18]1(=[O:21])[CH2:19][CH2:20][CH:15]([C:12]2[CH:13]=[CH:14][C:9]([N:5]3[CH2:4][C@H:3]([CH2:2][NH:1][C:24]([O:25][CH2:26][O:27][C:28](=[O:32])[CH:29]([CH3:31])[CH3:30])=[O:33])[O:7][C:6]3=[O:8])=[CH:10][C:11]=2[F:23])[CH2:16][CH2:17]1. (3) Given the reactants C[O:2][C:3]([C:5]1[C:9]([NH:10][C:11](=[O:31])[C:12]2[CH:17]=[CH:16][CH:15]=[C:14]([CH2:18][N:19]3[C:24](=[O:25])[CH:23]=[CH:22][C:21]([O:26][CH2:27][CH2:28][CH2:29][NH2:30])=[N:20]3)[CH:13]=2)=[CH:8][N:7]([CH3:32])[N:6]=1)=[O:4].O.[OH-].[Li+:35], predict the reaction product. The product is: [Li+:35].[NH2:30][CH2:29][CH2:28][CH2:27][O:26][C:21]1[CH:22]=[CH:23][C:24](=[O:25])[N:19]([CH2:18][C:14]2[CH:13]=[C:12]([CH:17]=[CH:16][CH:15]=2)[C:11]([NH:10][C:9]2[C:5]([C:3]([O-:4])=[O:2])=[N:6][N:7]([CH3:32])[CH:8]=2)=[O:31])[N:20]=1. (4) Given the reactants [CH3:1][C:2]1[CH:3]=[C:4]([C:20]([O:22]C)=[O:21])[C:5]2[CH2:6][CH2:7][N:8]([CH:13]([CH2:17][CH2:18][CH3:19])[CH2:14][CH2:15][CH3:16])[C:9](=[O:12])[C:10]=2[CH:11]=1.[OH-].[Na+], predict the reaction product. The product is: [CH3:1][C:2]1[CH:3]=[C:4]([C:20]([OH:22])=[O:21])[C:5]2[CH2:6][CH2:7][N:8]([CH:13]([CH2:14][CH2:15][CH3:16])[CH2:17][CH2:18][CH3:19])[C:9](=[O:12])[C:10]=2[CH:11]=1.